From a dataset of Catalyst prediction with 721,799 reactions and 888 catalyst types from USPTO. Predict which catalyst facilitates the given reaction. (1) Reactant: [Cl:1]CCl.CO.[CH:6]1[C:11]([C:12]#[N:13])=[CH:10][C:9]2[C:14]([CH2:17][CH2:18][CH2:19][CH2:20][N:21]3[CH2:26][CH2:25][N:24]([C:27]4[CH:28]=[CH:29][C:30]5[O:35][C:34]([C:36]([NH2:38])=[O:37])=[CH:33][C:31]=5[CH:32]=4)[CH2:23][CH2:22]3)=[CH:15][NH:16][C:8]=2[CH:7]=1. Product: [CH:6]1[C:11]([C:12]#[N:13])=[CH:10][C:9]2[C:14]([CH2:17][CH2:18][CH2:19][CH2:20][N:21]3[CH2:22][CH2:23][N:24]([C:27]4[CH:28]=[CH:29][C:30]5[O:35][C:34]([C:36]([NH2:38])=[O:37])=[CH:33][C:31]=5[CH:32]=4)[CH2:25][CH2:26]3)=[CH:15][NH:16][C:8]=2[CH:7]=1.[ClH:1]. The catalyst class is: 41. (2) Product: [NH2:6][C:9]1[CH:18]=[CH:17][CH:16]=[C:15]2[C:10]=1[CH:11]=[CH:12][O:13][C:14]2=[O:19]. Reactant: O.O.[Sn](Cl)Cl.[N+:6]([C:9]1[CH:18]=[CH:17][CH:16]=[C:15]2[C:10]=1[CH:11]=[CH:12][O:13][C:14]2=[O:19])([O-])=O.C(=O)(O)[O-].[Na+].O. The catalyst class is: 54. (3) Reactant: FC(F)(F)C(O)=O.C(OC(=O)[NH:14][CH:15]1[CH2:19][CH2:18][N:17]([C:20]2[CH:25]=[CH:24][C:23]([C:26]#[N:27])=[CH:22][N:21]=2)[CH2:16]1)(C)(C)C. Product: [NH2:14][CH:15]1[CH2:19][CH2:18][N:17]([C:20]2[CH:25]=[CH:24][C:23]([C:26]#[N:27])=[CH:22][N:21]=2)[CH2:16]1. The catalyst class is: 4. (4) Reactant: [F:1][C:2]([F:39])([F:38])[C:3]1[CH:4]=[C:5]([CH:31]=[C:32]([C:34]([F:37])([F:36])[F:35])[CH:33]=1)[CH2:6][N:7]1[C:11]([C:12]2[CH:17]=[CH:16][CH:15]=[CH:14][CH:13]=2)=[C:10]([C:18]2[N:19]([CH2:23][C:24]3[CH:29]=[CH:28][CH:27]=[CH:26][C:25]=3[Cl:30])[CH2:20][CH2:21][N:22]=2)[N:9]=[N:8]1. Product: [F:39][C:2]([F:1])([F:38])[C:3]1[CH:4]=[C:5]([CH:31]=[C:32]([C:34]([F:35])([F:36])[F:37])[CH:33]=1)[CH2:6][N:7]1[C:11]([C:12]2[CH:17]=[CH:16][CH:15]=[CH:14][CH:13]=2)=[C:10]([C:18]2[N:19]([CH2:23][C:24]3[CH:29]=[CH:28][CH:27]=[CH:26][C:25]=3[Cl:30])[CH:20]=[CH:21][N:22]=2)[N:9]=[N:8]1. The catalyst class is: 45. (5) Reactant: [C:1]([C:4]1[C:5]([OH:15])=[C:6]([CH:13]=O)[C:7]2[O:11][CH2:10][O:9][C:8]=2[CH:12]=1)(=[O:3])[CH3:2].[C:16]([N:23]1[CH2:28][CH2:27][NH:26][CH2:25][CH2:24]1)([O:18][C:19]([CH3:22])([CH3:21])[CH3:20])=[O:17].C(O[BH-](OC(=O)C)OC(=O)C)(=O)C.[Na+]. Product: [C:1]([C:4]1[C:5]([OH:15])=[C:6]([CH2:13][N:26]2[CH2:25][CH2:24][N:23]([C:16]([O:18][C:19]([CH3:22])([CH3:21])[CH3:20])=[O:17])[CH2:28][CH2:27]2)[C:7]2[O:11][CH2:10][O:9][C:8]=2[CH:12]=1)(=[O:3])[CH3:2]. The catalyst class is: 2. (6) Reactant: [NH2:1][C@@H:2]1[CH2:7][CH2:6][C@H:5]([N:8]2[C:13](=[O:14])[C:12]3[CH:15]=[C:16]([F:19])[CH:17]=[N:18][C:11]=3[N:10]([C:20]3[CH:21]=[C:22]([C:26]4[CH:31]=[CH:30][CH:29]=[CH:28][CH:27]=4)[CH:23]=[CH:24][CH:25]=3)[C:9]2=[O:32])[CH2:4][CH2:3]1.CCN(C(C)C)C(C)C.[C:42](Cl)(=[O:44])[CH3:43]. Product: [C:22]1([C:26]2[CH:31]=[CH:30][CH:29]=[CH:28][CH:27]=2)[CH:23]=[CH:24][CH:25]=[C:20]([N:10]2[C:11]3[N:18]=[CH:17][C:16]([F:19])=[CH:15][C:12]=3[C:13](=[O:14])[N:8]([C@@H:5]3[CH2:6][CH2:7][C@H:2]([NH:1][C:42](=[O:44])[CH3:43])[CH2:3][CH2:4]3)[C:9]2=[O:32])[CH:21]=1. The catalyst class is: 4. (7) Reactant: Cl.Cl.C1(C[N:10]2[CH2:15][CH2:14][CH:13]([N:16]3[CH2:21][CH2:20][O:19][CH2:18][CH2:17]3)[CH2:12][CH2:11]2)C=CC=CC=1.C(=O)([O-])[O-].[K+].[K+]. Product: [NH:10]1[CH2:15][CH2:14][CH:13]([N:16]2[CH2:21][CH2:20][O:19][CH2:18][CH2:17]2)[CH2:12][CH2:11]1. The catalyst class is: 371.